Dataset: Forward reaction prediction with 1.9M reactions from USPTO patents (1976-2016). Task: Predict the product of the given reaction. (1) Given the reactants [NH2:1][C:2]1[N:7]=[C:6]([NH:8][C:9]2[CH:24]=[CH:23][C:12]([O:13][C:14]3[CH:19]=[CH:18][N:17]=[C:16]([C:20](O)=[O:21])[CH:15]=3)=[CH:11][CH:10]=2)[CH:5]=[C:4]([C:25]2[CH:30]=[CH:29][CH:28]=[CH:27][CH:26]=2)[N:3]=1.[CH3:31][O:32][CH2:33][CH2:34][NH:35][CH3:36], predict the reaction product. The product is: [NH2:1][C:2]1[N:7]=[C:6]([NH:8][C:9]2[CH:24]=[CH:23][C:12]([O:13][C:14]3[CH:19]=[CH:18][N:17]=[C:16]([C:20]([N:35]([CH2:34][CH2:33][O:32][CH3:31])[CH3:36])=[O:21])[CH:15]=3)=[CH:11][CH:10]=2)[CH:5]=[C:4]([C:25]2[CH:26]=[CH:27][CH:28]=[CH:29][CH:30]=2)[N:3]=1. (2) Given the reactants [OH:1][C:2]1[CH:7]=[C:6]([O:8][CH3:9])[CH:5]=[CH:4][C:3]=1[NH:10][C:11](=[O:14])[CH2:12][CH3:13].Cl.CN(C)C=O.C1C=C([Cl:27])C=C(C(OO)=O)C=1, predict the reaction product. The product is: [Cl:27][C:5]1[C:6]([O:8][CH3:9])=[CH:7][C:2]([OH:1])=[C:3]([NH:10][C:11](=[O:14])[CH2:12][CH3:13])[CH:4]=1. (3) Given the reactants ClC1[NH:3][CH:4]=[CH:5][N:6]=1.[H-].[Na+].[CH3:9][O:10][C:11](=[O:24])[CH:12]([NH:16][C:17]([O:19][C:20]([CH3:23])([CH3:22])[CH3:21])=[O:18])[CH2:13][CH2:14]Br.C[N:26](C=O)C, predict the reaction product. The product is: [CH3:9][O:10][C:11](=[O:24])[CH:12]([NH:16][C:17]([O:19][C:20]([CH3:23])([CH3:22])[CH3:21])=[O:18])[CH2:13][CH2:14][N:26]1[N:3]=[CH:4][CH:5]=[N:6]1. (4) Given the reactants [NH2:1][C:2]1[N:7]=[C:6]([C:8]2[N:12]3[CH:13]=[C:14]([C:17]([OH:19])=O)[CH:15]=[CH:16][C:11]3=[N:10][C:9]=2[C:20]2[CH:25]=[CH:24][CH:23]=[C:22]([CH3:26])[N:21]=2)[CH:5]=[CH:4][N:3]=1.CN(C(ON1N=NC2C=CC=NC1=2)=[N+](C)C)C.F[P-](F)(F)(F)(F)F.CCN(C(C)C)C(C)C.[S:60]1[CH:64]=[CH:63][CH:62]=[C:61]1[CH2:65][CH2:66][NH2:67], predict the reaction product. The product is: [S:60]1[CH:64]=[CH:63][CH:62]=[C:61]1[CH2:65][CH2:66][NH:67][C:17]([C:14]1[CH:15]=[CH:16][C:11]2[N:12]([C:8]([C:6]3[CH:5]=[CH:4][N:3]=[C:2]([NH2:1])[N:7]=3)=[C:9]([C:20]3[CH:25]=[CH:24][CH:23]=[C:22]([CH3:26])[N:21]=3)[N:10]=2)[CH:13]=1)=[O:19]. (5) Given the reactants [F:1][C:2]1[CH:7]=[CH:6][C:5]([N:8]2[C:11](=[O:12])[C@H:10]([S:13][CH2:14][C:15]([C:17]3[CH:22]=[CH:21][C:20]([F:23])=[CH:19][CH:18]=3)=[O:16])[C@H:9]2[C:24]2[CH:38]=[CH:37][C:27]([O:28][CH2:29]C(NCC(O)=O)=O)=[CH:26][CH:25]=2)=[CH:4][CH:3]=1.[CH3:39][N:40]1CC[O:43][CH2:42][CH2:41]1.CN(C([O:53]N1N=NC2C=CC=CC1=2)=[N+](C)C)C.[B-](F)(F)(F)F.[NH2:68][C@H:69]([CH2:73][CH2:74][C:75]1[CH:80]=[CH:79][CH:78]=[CH:77][CH:76]=1)[C:70]([OH:72])=[O:71].[BH4-].[Na+].C([O-])(=O)C.[NH4+], predict the reaction product. The product is: [F:1][C:2]1[CH:3]=[CH:4][C:5]([N:8]2[C:11](=[O:12])[C@H:10]([S:13][CH2:14][CH:15]([C:17]3[CH:22]=[CH:21][C:20]([F:23])=[CH:19][CH:18]=3)[OH:16])[C@H:9]2[C:24]2[CH:25]=[CH:26][C:27]([O:28][CH2:29][C:39]([NH:40][CH2:41][C:42]([NH:68][C@H:69]([CH2:73][CH2:74][C:75]3[CH:80]=[CH:79][CH:78]=[CH:77][CH:76]=3)[C:70]([OH:72])=[O:71])=[O:43])=[O:53])=[CH:37][CH:38]=2)=[CH:6][CH:7]=1. (6) Given the reactants [F:1][C:2]1[CH:3]=[C:4]([NH:9][C:10]2[C:15]([C:16]([NH:18][C@@H:19]3[CH2:24][CH2:23][C@H:22]([NH:25]C(=O)OC(C)(C)C)[CH2:21][CH2:20]3)=[O:17])=[CH:14][C:13]([F:33])=[CH:12][N:11]=2)[CH:5]=[CH:6][C:7]=1[F:8].[H-].[Na+].[S:36](Cl)(Cl)=[O:37].C([O-])([O-])=O.[Na+].[Na+], predict the reaction product. The product is: [NH2:25][C@@H:22]1[CH2:23][CH2:24][C@H:19]([N:18]2[S:36](=[O:37])[N:9]([C:4]3[CH:5]=[CH:6][C:7]([F:8])=[C:2]([F:1])[CH:3]=3)[C:10]3[N:11]=[CH:12][C:13]([F:33])=[CH:14][C:15]=3[C:16]2=[O:17])[CH2:20][CH2:21]1.